From a dataset of NCI-60 drug combinations with 297,098 pairs across 59 cell lines. Regression. Given two drug SMILES strings and cell line genomic features, predict the synergy score measuring deviation from expected non-interaction effect. (1) Drug 1: CS(=O)(=O)C1=CC(=C(C=C1)C(=O)NC2=CC(=C(C=C2)Cl)C3=CC=CC=N3)Cl. Drug 2: CCCS(=O)(=O)NC1=C(C(=C(C=C1)F)C(=O)C2=CNC3=C2C=C(C=N3)C4=CC=C(C=C4)Cl)F. Cell line: COLO 205. Synergy scores: CSS=40.9, Synergy_ZIP=9.09, Synergy_Bliss=10.8, Synergy_Loewe=-10.4, Synergy_HSA=5.97. (2) Drug 1: CN(C)C1=NC(=NC(=N1)N(C)C)N(C)C. Drug 2: CC(C)(C#N)C1=CC(=CC(=C1)CN2C=NC=N2)C(C)(C)C#N. Cell line: NCI-H226. Synergy scores: CSS=-4.17, Synergy_ZIP=-0.574, Synergy_Bliss=-3.65, Synergy_Loewe=-6.85, Synergy_HSA=-6.18. (3) Drug 1: CC(C1=C(C=CC(=C1Cl)F)Cl)OC2=C(N=CC(=C2)C3=CN(N=C3)C4CCNCC4)N. Drug 2: CN1CCC(CC1)COC2=C(C=C3C(=C2)N=CN=C3NC4=C(C=C(C=C4)Br)F)OC. Cell line: LOX IMVI. Synergy scores: CSS=23.6, Synergy_ZIP=-0.757, Synergy_Bliss=4.97, Synergy_Loewe=6.62, Synergy_HSA=7.51. (4) Drug 1: C1=CC(=CC=C1C#N)C(C2=CC=C(C=C2)C#N)N3C=NC=N3. Drug 2: CC1=CC=C(C=C1)C2=CC(=NN2C3=CC=C(C=C3)S(=O)(=O)N)C(F)(F)F. Cell line: NCI-H322M. Synergy scores: CSS=1.46, Synergy_ZIP=-1.36, Synergy_Bliss=-1.15, Synergy_Loewe=-0.420, Synergy_HSA=-0.387. (5) Drug 1: C1=NC2=C(N=C(N=C2N1C3C(C(C(O3)CO)O)O)F)N. Drug 2: B(C(CC(C)C)NC(=O)C(CC1=CC=CC=C1)NC(=O)C2=NC=CN=C2)(O)O. Cell line: EKVX. Synergy scores: CSS=46.0, Synergy_ZIP=6.45, Synergy_Bliss=-0.122, Synergy_Loewe=-36.5, Synergy_HSA=-1.86. (6) Drug 1: CC1C(C(CC(O1)OC2CC(CC3=C2C(=C4C(=C3O)C(=O)C5=C(C4=O)C(=CC=C5)OC)O)(C(=O)C)O)N)O.Cl. Drug 2: C1=CC(=CC=C1CC(C(=O)O)N)N(CCCl)CCCl.Cl. Cell line: U251. Synergy scores: CSS=57.3, Synergy_ZIP=-3.66, Synergy_Bliss=-0.0892, Synergy_Loewe=-23.8, Synergy_HSA=1.53.